Dataset: Forward reaction prediction with 1.9M reactions from USPTO patents (1976-2016). Task: Predict the product of the given reaction. (1) Given the reactants C[O:2][C:3](=O)[CH2:4][N:5]([CH:28]1[CH2:31][CH2:30][CH2:29]1)[CH2:6][CH:7]1[CH2:12][CH2:11][N:10]([C:13]2[C:14]3[C:21]([C:22]4[CH:27]=[CH:26][CH:25]=[CH:24][CH:23]=4)=[CH:20][S:19][C:15]=3[N:16]=[CH:17][N:18]=2)[CH2:9][CH2:8]1.C[Al](C)C.[CH3:37][NH2:38], predict the reaction product. The product is: [CH:28]1([N:5]([CH2:6][CH:7]2[CH2:8][CH2:9][N:10]([C:13]3[C:14]4[C:21]([C:22]5[CH:27]=[CH:26][CH:25]=[CH:24][CH:23]=5)=[CH:20][S:19][C:15]=4[N:16]=[CH:17][N:18]=3)[CH2:11][CH2:12]2)[CH2:4][C:3]([NH:38][CH3:37])=[O:2])[CH2:29][CH2:30][CH2:31]1. (2) Given the reactants [S:1]1[C:5]2[CH:6]=[CH:7][CH:8]=[CH:9][C:4]=2[NH:3][CH2:2]1.NC1C=CC=CC=1S.C=O.[CH3:20][O:21][C:22]1[C:30]([C:31]([F:34])([F:33])[F:32])=[CH:29][C:25]([C:26](Cl)=[O:27])=[CH:24][C:23]=1[S:35][CH3:36], predict the reaction product. The product is: [CH3:20][O:21][C:22]1[C:30]([C:31]([F:32])([F:33])[F:34])=[CH:29][C:25]([C:26]([N:3]2[C:4]3[CH:9]=[CH:8][CH:7]=[CH:6][C:5]=3[S:1][CH2:2]2)=[O:27])=[CH:24][C:23]=1[S:35][CH3:36]. (3) Given the reactants Cl[C:2]1[C:11]2[C:6](=[CH:7][C:8]([O:15][CH3:16])=[C:9]([N+:12]([O-:14])=[O:13])[CH:10]=2)[N:5]=[CH:4][N:3]=1.[CH3:17][NH2:18], predict the reaction product. The product is: [CH3:16][O:15][C:8]1[CH:7]=[C:6]2[C:11]([C:2]([NH:18][CH3:17])=[N:3][CH:4]=[N:5]2)=[CH:10][C:9]=1[N+:12]([O-:14])=[O:13]. (4) Given the reactants [NH2:1][OH:2].[C:3]([C:5]1[CH:6]=[C:7]([CH:11]=[CH:12][CH:13]=1)[C:8]([OH:10])=[O:9])#[N:4], predict the reaction product. The product is: [OH:2][NH:1][C:3](=[NH:4])[C:5]1[CH:6]=[C:7]([CH:11]=[CH:12][CH:13]=1)[C:8]([OH:10])=[O:9]. (5) Given the reactants [F:1][C:2]1[CH:3]=[C:4]2[C:9](=[CH:10][CH:11]=1)[N:8]=[C:7]([CH:12]([N:14]1[C:18]3=[N:19][CH:20]=[N:21][C:22]([NH2:23])=[C:17]3[C:16](I)=[N:15]1)[CH3:13])[C:6]([C:25]1[CH:26]=[N:27][CH:28]=[C:29]([F:31])[CH:30]=1)=[CH:5]2.C([Sn](CCCC)(CCCC)[C:37]1[S:41][CH:40]=[N:39][CH:38]=1)CCC, predict the reaction product. The product is: [F:1][C:2]1[CH:3]=[C:4]2[C:9](=[CH:10][CH:11]=1)[N:8]=[C:7]([CH:12]([N:14]1[C:18]3=[N:19][CH:20]=[N:21][C:22]([NH2:23])=[C:17]3[C:16]([C:37]3[S:41][CH:40]=[N:39][CH:38]=3)=[N:15]1)[CH3:13])[C:6]([C:25]1[CH:26]=[N:27][CH:28]=[C:29]([F:31])[CH:30]=1)=[CH:5]2. (6) Given the reactants [CH3:1][NH:2][CH2:3][C:4]1([C:10]2[CH:15]=[CH:14][C:13]([O:16][CH2:17][CH2:18][CH2:19][N:20]3[CH2:25][CH2:24][O:23][CH2:22][CH2:21]3)=[CH:12][CH:11]=2)[CH2:9][CH2:8][O:7][CH2:6][CH2:5]1.[CH3:26][S:27]([CH:30]=[CH2:31])(=[O:29])=[O:28], predict the reaction product. The product is: [CH3:1][N:2]([CH2:3][C:4]1([C:10]2[CH:11]=[CH:12][C:13]([O:16][CH2:17][CH2:18][CH2:19][N:20]3[CH2:21][CH2:22][O:23][CH2:24][CH2:25]3)=[CH:14][CH:15]=2)[CH2:5][CH2:6][O:7][CH2:8][CH2:9]1)[CH2:31][CH2:30][S:27]([CH3:26])(=[O:29])=[O:28]. (7) Given the reactants [C:1]1([CH2:7][CH2:8][CH2:9][CH2:10][C:11]2[CH:16]=[CH:15][C:14]([CH:17]([CH3:22])[C:18]([O:20][CH3:21])=[O:19])=[CH:13][CH:12]=2)[CH:6]=[CH:5][CH:4]=[CH:3][CH:2]=1.[Li+].[CH3:24][Si]([N-][Si](C)(C)C)(C)C.C1(C)C=CC=CC=1.CI, predict the reaction product. The product is: [CH3:22][C:17]([C:14]1[CH:13]=[CH:12][C:11]([CH2:10][CH2:9][CH2:8][CH2:7][C:1]2[CH:2]=[CH:3][CH:4]=[CH:5][CH:6]=2)=[CH:16][CH:15]=1)([CH3:24])[C:18]([O:20][CH3:21])=[O:19].